Dataset: Forward reaction prediction with 1.9M reactions from USPTO patents (1976-2016). Task: Predict the product of the given reaction. (1) Given the reactants Cl.[CH3:2][S:3]([NH:6][C:7]1[CH:15]=[C:14]2[C:10]([CH:11]=[C:12]([C:16]([OH:18])=O)[NH:13]2)=[CH:9][CH:8]=1)(=[O:5])=[O:4].COC1C=CC(S(C2C=C(C=CC=2)[NH2:33])(=O)=O)=CC=1.CN(C(ON1N=NC2C=CC=NC1=2)=[N+](C)C)C.F[P-](F)(F)(F)(F)F.CCN(C(C)C)C(C)C, predict the reaction product. The product is: [CH3:2][S:3]([NH:6][C:7]1[CH:15]=[C:14]2[C:10]([CH:11]=[C:12]([C:16]([NH2:33])=[O:18])[NH:13]2)=[CH:9][CH:8]=1)(=[O:4])=[O:5]. (2) Given the reactants O.[OH-].[Li+].[CH:4]1([C@H:10]([NH:15][C:16]([C:18]2[C:27]([NH:28][C:29]([NH:31][C:32]3[C:37]([Cl:38])=[CH:36][C:35]([O:39][C:40]([F:43])([F:42])[F:41])=[CH:34][C:33]=3[Cl:44])=[O:30])=[CH:26][C:25]3[C:20](=[CH:21][CH:22]=[CH:23][CH:24]=3)[CH:19]=2)=[O:17])[C:11]([O:13]C)=[O:12])[CH2:9][CH2:8][CH2:7][CH2:6][CH2:5]1.CO.Cl, predict the reaction product. The product is: [CH:4]1([C@H:10]([NH:15][C:16]([C:18]2[C:27]([NH:28][C:29]([NH:31][C:32]3[C:33]([Cl:44])=[CH:34][C:35]([O:39][C:40]([F:43])([F:41])[F:42])=[CH:36][C:37]=3[Cl:38])=[O:30])=[CH:26][C:25]3[C:20](=[CH:21][CH:22]=[CH:23][CH:24]=3)[CH:19]=2)=[O:17])[C:11]([OH:13])=[O:12])[CH2:9][CH2:8][CH2:7][CH2:6][CH2:5]1. (3) Given the reactants C[O:2][C:3](=[O:38])[C@H:4]([OH:37])[CH2:5][NH:6][C:7](=[O:36])[C:8]1[CH:13]=[CH:12][C:11]([CH:14]([O:19][C:20]2[CH:25]=[CH:24][C:23]([C:26]3[CH:31]=[CH:30][C:29]([C:32]([CH3:35])([CH3:34])[CH3:33])=[CH:28][CH:27]=3)=[CH:22][CH:21]=2)[CH2:15][CH:16]([CH3:18])[CH3:17])=[CH:10][CH:9]=1.[OH-].[Na+], predict the reaction product. The product is: [C:32]([C:29]1[CH:28]=[CH:27][C:26]([C:23]2[CH:24]=[CH:25][C:20]([O:19][CH:14]([C:11]3[CH:10]=[CH:9][C:8]([C:7]([NH:6][CH2:5][C@@H:4]([OH:37])[C:3]([OH:38])=[O:2])=[O:36])=[CH:13][CH:12]=3)[CH2:15][CH:16]([CH3:18])[CH3:17])=[CH:21][CH:22]=2)=[CH:31][CH:30]=1)([CH3:34])([CH3:35])[CH3:33]. (4) Given the reactants [F:1][C:2]1[CH:7]=[CH:6][C:5]([C:8]2[CH2:9][CH2:10][N:11](C(OC(C)(C)C)=O)[CH2:12][CH:13]=2)=[CH:4][CH:3]=1.Cl, predict the reaction product. The product is: [F:1][C:2]1[CH:7]=[CH:6][C:5]([C:8]2[CH2:13][CH2:12][NH:11][CH2:10][CH:9]=2)=[CH:4][CH:3]=1. (5) The product is: [Cl:1][C:2]1[CH:3]=[C:4]2[C:9](=[CH:10][CH:11]=1)[C@@:8]1([CH2:17][O:16][C:15]3[CH:18]=[CH:19][C:20]([C:22]([NH:44][S:41]([C:36]([CH3:37])([CH2:38][CH:39]=[CH2:40])[CH3:35])(=[O:43])=[O:42])=[O:24])=[CH:21][C:14]=3[N:13]([CH2:25][C@@H:26]3[CH2:29][CH2:28][C@H:27]3[C@@H:30]([OH:34])[CH2:31][CH:32]=[CH2:33])[CH2:12]1)[CH2:7][CH2:6][CH2:5]2. Given the reactants [Cl:1][C:2]1[CH:3]=[C:4]2[C:9](=[CH:10][CH:11]=1)[C@@:8]1([CH2:17][O:16][C:15]3[CH:18]=[CH:19][C:20]([C:22]([OH:24])=O)=[CH:21][C:14]=3[N:13]([CH2:25][C@@H:26]3[CH2:29][CH2:28][C@H:27]3[C@@H:30]([OH:34])[CH2:31][CH:32]=[CH2:33])[CH2:12]1)[CH2:7][CH2:6][CH2:5]2.[CH3:35][C:36]([S:41]([NH2:44])(=[O:43])=[O:42])([CH2:38][CH:39]=[CH2:40])[CH3:37], predict the reaction product. (6) Given the reactants [OH-].[Li+].O.[CH2:4]([C:10]1[CH:11]=[N:12][C:13]2[C:18]([CH:19]=1)=[CH:17][CH:16]=[CH:15][C:14]=2[C:20]([NH:22][C:23]1[CH:24]=[C:25]([CH:34]=[CH:35][CH:36]=1)[O:26][CH2:27][C:28]([O:30]C(C)C)=[O:29])=[O:21])[CH2:5][CH2:6][CH2:7][CH2:8][CH3:9], predict the reaction product. The product is: [CH2:4]([C:10]1[CH:11]=[N:12][C:13]2[C:18]([CH:19]=1)=[CH:17][CH:16]=[CH:15][C:14]=2[C:20]([NH:22][C:23]1[CH:24]=[C:25]([CH:34]=[CH:35][CH:36]=1)[O:26][CH2:27][C:28]([OH:30])=[O:29])=[O:21])[CH2:5][CH2:6][CH2:7][CH2:8][CH3:9]. (7) Given the reactants [CH3:1][N:2]1[C:6]([CH3:7])=[C:5]([C:8]([NH:10][C:11]2[CH:26]=[CH:25][C:14]([O:15][C:16]3[CH:21]=[CH:20][N:19]=[C:18](C(N)=O)[CH:17]=3)=[C:13]([F:27])[CH:12]=2)=[O:9])[C:4](=[O:28])[N:3]1[C:29]1[CH:34]=[CH:33][CH:32]=[CH:31][CH:30]=1.C(OI(C1C=CC=CC=1)OC(=O)C)(=O)C.CC#[N:52].O, predict the reaction product. The product is: [NH2:52][C:18]1[CH:17]=[C:16]([O:15][C:14]2[CH:25]=[CH:26][C:11]([NH:10][C:8]([C:5]3[C:4](=[O:28])[N:3]([C:29]4[CH:30]=[CH:31][CH:32]=[CH:33][CH:34]=4)[N:2]([CH3:1])[C:6]=3[CH3:7])=[O:9])=[CH:12][C:13]=2[F:27])[CH:21]=[CH:20][N:19]=1.